The task is: Predict the reactants needed to synthesize the given product.. This data is from Full USPTO retrosynthesis dataset with 1.9M reactions from patents (1976-2016). (1) Given the product [N:32]([CH2:12][CH:13]1[CH2:17][C:16]2[CH:18]=[CH:19][CH:20]=[C:21]([C:22]3[CH:27]=[CH:26][CH:25]=[C:24]([C:28]([F:31])([F:30])[F:29])[CH:23]=3)[C:15]=2[O:14]1)=[N+:33]=[N-:34], predict the reactants needed to synthesize it. The reactants are: CC1C=CC(S(O[CH2:12][CH:13]2[CH2:17][C:16]3[CH:18]=[CH:19][CH:20]=[C:21]([C:22]4[CH:27]=[CH:26][CH:25]=[C:24]([C:28]([F:31])([F:30])[F:29])[CH:23]=4)[C:15]=3[O:14]2)(=O)=O)=CC=1.[N-:32]=[N+:33]=[N-:34].[Na+]. (2) Given the product [Cl:1][C:2]1[N:9]=[C:8]([Cl:10])[CH:7]=[C:6](/[CH:11]=[CH:14]/[N:15]([CH3:17])[CH3:16])[C:3]=1[C:4]#[N:5], predict the reactants needed to synthesize it. The reactants are: [Cl:1][C:2]1[N:9]=[C:8]([Cl:10])[CH:7]=[C:6]([CH3:11])[C:3]=1[C:4]#[N:5].CO[CH:14](OC)[N:15]([CH3:17])[CH3:16].